From a dataset of Full USPTO retrosynthesis dataset with 1.9M reactions from patents (1976-2016). Predict the reactants needed to synthesize the given product. (1) Given the product [Cl:1][C:2]1[CH:7]=[CH:6][C:5]([C:8]2[CH:9]([C:26]3[CH:27]=[CH:28][C:29]([I:32])=[CH:30][CH:31]=3)[O:10][C:11]3[C:16]([C:17]=2[CH3:34])=[CH:15][C:14]([OH:19])=[CH:13][CH:12]=3)=[CH:4][C:3]=1[F:33], predict the reactants needed to synthesize it. The reactants are: [Cl:1][C:2]1[CH:7]=[CH:6][C:5]([CH:8]2[C:17](=O)[C:16]3[C:11](=[CH:12][CH:13]=[C:14]([O:19]C4CCCCO4)[CH:15]=3)[O:10][CH:9]2[C:26]2[CH:31]=[CH:30][C:29]([I:32])=[CH:28][CH:27]=2)=[CH:4][C:3]=1[F:33].[CH3:34][Mg]Cl. (2) Given the product [OH:17][C:16]([CH3:19])([CH3:18])[CH2:15][N:1]1[C:9]2[C:4](=[CH:5][CH:6]=[CH:7][CH:8]=2)[C:3]([C:10]([O:12][CH2:13][CH3:14])=[O:11])=[N:2]1, predict the reactants needed to synthesize it. The reactants are: [NH:1]1[C:9]2[C:4](=[CH:5][CH:6]=[CH:7][CH:8]=2)[C:3]([C:10]([O:12][CH2:13][CH3:14])=[O:11])=[N:2]1.[CH3:15][C:16]1([CH3:19])[CH2:18][O:17]1.C([O-])([O-])=O.[Cs+].[Cs+]. (3) Given the product [Br:1][C:2]1[CH:10]=[CH:9][C:5]([C:6](=[O:8])[CH2:25][CH2:20][Cl:16])=[C:4]([F:11])[CH:3]=1, predict the reactants needed to synthesize it. The reactants are: [Br:1][C:2]1[CH:10]=[CH:9][C:5]([C:6]([OH:8])=O)=[C:4]([F:11])[CH:3]=1.S(Cl)(Cl)=O.[Cl-:16].[Al+3].[Cl-].[Cl-].[CH:20]1[CH:25]=CC=CC=1. (4) Given the product [CH3:18][C:10]1[CH:15]=[CH:14][C:13](/[CH:16]=[CH:2]/[C:1]([C:4]2[CH:9]=[CH:8][CH:7]=[CH:6][CH:5]=2)=[O:3])=[CH:12][CH:11]=1, predict the reactants needed to synthesize it. The reactants are: [C:1]([C:4]1[CH:9]=[CH:8][CH:7]=[CH:6][CH:5]=1)(=[O:3])[CH3:2].[C:10]1([CH3:18])[CH:15]=[CH:14][C:13]([CH:16]=O)=[CH:12][CH:11]=1.[OH-].[Na+].